This data is from Reaction yield outcomes from USPTO patents with 853,638 reactions. The task is: Predict the reaction yield, written as a fraction of the theoretical maximum amount of product (1.0 means a 100% yield; for example, 0.34 means a 34% yield). (1) The reactants are Cl.[Cl:2][C:3]1[CH:8]=[C:7]([C:9]2[CH:14]=[CH:13][CH:12]=[C:11]([Cl:15])[CH:10]=2)[N:6]=[C:5]2[CH2:16][CH2:17][CH2:18][C:4]=12.[NH2:19][C:20]1[CH:33]=[CH:32][C:23]([CH2:24][CH:25]([C:29]([NH2:31])=[O:30])[C:26]([NH2:28])=[O:27])=[CH:22][CH:21]=1.C(=O)(O)[O-].[Na+]. The catalyst is Cl.CN1C(=O)CCC1.O. The product is [ClH:2].[Cl:15][C:11]1[CH:10]=[C:9]([C:7]2[N:6]=[C:5]3[CH2:16][CH2:17][CH2:18][C:4]3=[C:3]([NH:19][C:20]3[CH:21]=[CH:22][C:23]([CH2:24][CH:25]([C:26]([NH2:28])=[O:27])[C:29]([NH2:31])=[O:30])=[CH:32][CH:33]=3)[CH:8]=2)[CH:14]=[CH:13][CH:12]=1. The yield is 0.560. (2) The reactants are [H-].[Na+].[N:3]1[CH:8]=[CH:7][CH:6]=[C:5]([CH2:9][C:10]#[N:11])[CH:4]=1.Br[CH2:13][C:14]([O:19][CH3:20])([O:17][CH3:18])[CH2:15]Br.O. The catalyst is CN(C=O)C. The product is [CH3:18][O:17][C:14]1([O:19][CH3:20])[CH2:15][C:9]([C:5]2[CH:4]=[N:3][CH:8]=[CH:7][CH:6]=2)([C:10]#[N:11])[CH2:13]1. The yield is 0.600. (3) The reactants are [Br:1][C:2]1[C:3]([CH2:14][CH:15]=[CH:16][C:17]2[CH:22]=[CH:21][CH:20]=[CH:19][CH:18]=2)=[C:4]([NH2:13])[C:5]2[N:9]=[C:8]([CH3:10])[N:7]([CH3:11])[C:6]=2[CH:12]=1.[OH-].[Na+]. The catalyst is P(=O)(O)(O)O. The product is [Br:1][C:2]1[C:3]2[CH2:14][CH2:15][CH:16]([C:17]3[CH:18]=[CH:19][CH:20]=[CH:21][CH:22]=3)[NH:13][C:4]=2[C:5]2[N:9]=[C:8]([CH3:10])[N:7]([CH3:11])[C:6]=2[CH:12]=1. The yield is 0.840. (4) The reactants are Cl.[N:2]1([C:8]([CH:10]2[CH2:15][CH2:14][N:13]([C:16]3[CH:17]=[CH:18][C:19](=[O:22])[NH:20][N:21]=3)[CH2:12][CH2:11]2)=[O:9])[CH2:7][CH2:6][NH:5][CH2:4][CH2:3]1.[Cl:23][C:24]1[S:28][C:27](/[CH:29]=[C:30](/[S:32](Cl)(=[O:34])=[O:33])\[CH3:31])=[CH:26][CH:25]=1. The catalyst is CN(C)C=O. The product is [Cl:23][C:24]1[S:28][C:27](/[CH:29]=[C:30](/[S:32]([N:5]2[CH2:6][CH2:7][N:2]([C:8]([CH:10]3[CH2:15][CH2:14][N:13]([C:16]4[CH:17]=[CH:18][C:19](=[O:22])[NH:20][N:21]=4)[CH2:12][CH2:11]3)=[O:9])[CH2:3][CH2:4]2)(=[O:34])=[O:33])\[CH3:31])=[CH:26][CH:25]=1. The yield is 0.720. (5) The reactants are [F:1][C:2]([F:18])([C:8]1[CH:13]=[CH:12][CH:11]=[C:10]([S:14]([CH3:17])(=[O:16])=[O:15])[CH:9]=1)[C:3]([O:5]CC)=[O:4].O.[OH-].[Li+]. The catalyst is CO.O1CCCC1.O. The product is [F:18][C:2]([F:1])([C:8]1[CH:13]=[CH:12][CH:11]=[C:10]([S:14]([CH3:17])(=[O:16])=[O:15])[CH:9]=1)[C:3]([OH:5])=[O:4]. The yield is 0.700. (6) The reactants are [N:1]1[S:2][N:3]=[C:4]2[CH:9]=[C:8]([C:10](=[O:17])[C:11]#[C:12][C:13](O)([CH3:15])[CH3:14])[CH:7]=[CH:6][C:5]=12.C(NCC)C.C([OH:25])C. No catalyst specified. The product is [N:1]1[S:2][N:3]=[C:4]2[CH:9]=[C:8]([C:10]3[O:17][C:13]([CH3:14])([CH3:15])[C:12](=[O:25])[CH:11]=3)[CH:7]=[CH:6][C:5]=12. The yield is 0.830. (7) The reactants are [OH:1][C:2]1[C:11]2[C:6](=[CH:7][CH:8]=[CH:9][CH:10]=2)[C@@:5]([CH3:17])([CH2:12][CH2:13][CH:14]([CH3:16])[CH3:15])[C:4](=[O:18])[C:3]=1[C:19]1[NH:24][C:23]2[CH:25]=[CH:26][C:27]([NH:29][S:30]([CH2:33][CH3:34])(=[O:32])=[O:31])=[CH:28][C:22]=2[S:21](=[O:36])(=[O:35])[N:20]=1.[OH-].[Na+:38]. The catalyst is O. The product is [CH2:33]([S:30]([NH:29][C:27]1[CH:26]=[CH:25][C:23]2[NH:24][C:19]([C:3]3[C:4](=[O:18])[C@:5]([CH3:17])([CH2:12][CH2:13][CH:14]([CH3:15])[CH3:16])[C:6]4[C:11](=[CH:10][CH:9]=[CH:8][CH:7]=4)[C:2]=3[O-:1])=[N:20][S:21](=[O:36])(=[O:35])[C:22]=2[CH:28]=1)(=[O:31])=[O:32])[CH3:34].[Na+:38]. The yield is 0.870. (8) The reactants are [CH2:1]([C:4]1[CH:9]=[CH:8][CH:7]=[C:6]([N+:10]([O-:12])=[O:11])[C:5]=1[OH:13])[CH:2]=[CH2:3].ClC1C=C(C=CC=1)C(OO)=[O:19].C(=O)([O-])[O-].[K+].[K+]. The product is [N+:10]([C:6]1[C:5]2[O:13][CH:2]([CH2:3][OH:19])[CH2:1][C:4]=2[CH:9]=[CH:8][CH:7]=1)([O-:12])=[O:11]. The yield is 0.440. The catalyst is ClCCl.CO. (9) The reactants are [CH:1]1([CH2:4][P:5](Cl)(Cl)=[O:6])[CH2:3][CH2:2]1.[CH:9]([Mg]Br)=[CH2:10].[Cl-].[NH4+].[CH2:15]1COC[CH2:16]1. No catalyst specified. The product is [CH:1]1([CH2:4][P:5](=[O:6])([CH:9]=[CH2:10])[CH:15]=[CH2:16])[CH2:3][CH2:2]1. The yield is 0.470. (10) The reactants are [C:1]([N:4]([CH2:28][C@@H:29]1[O:33][C:32](=[O:34])[N:31]([C:35]2[CH:40]=[CH:39][C:38]([CH:41]3[CH2:46][CH2:45][S:44](=[O:48])(=[O:47])[CH2:43][CH2:42]3)=[C:37]([F:49])[CH:36]=2)[CH2:30]1)[C:5]([O:7][CH2:8][O:9][C:10](=[O:27])[C@@H:11]([NH:19]C(OC(C)(C)C)=O)[CH2:12][C:13]1[CH:18]=[CH:17][CH:16]=[CH:15][CH:14]=1)=[O:6])(=[O:3])[CH3:2].C1(OC)C=CC=CC=1.[ClH:58]. The catalyst is C1COCC1. The product is [ClH:58].[C:1]([N:4]([CH2:28][C@@H:29]1[O:33][C:32](=[O:34])[N:31]([C:35]2[CH:40]=[CH:39][C:38]([CH:41]3[CH2:42][CH2:43][S:44](=[O:47])(=[O:48])[CH2:45][CH2:46]3)=[C:37]([F:49])[CH:36]=2)[CH2:30]1)[C:5]([O:7][CH2:8][O:9][C:10](=[O:27])[C@@H:11]([NH2:19])[CH2:12][C:13]1[CH:18]=[CH:17][CH:16]=[CH:15][CH:14]=1)=[O:6])(=[O:3])[CH3:2]. The yield is 0.630.